Dataset: Full USPTO retrosynthesis dataset with 1.9M reactions from patents (1976-2016). Task: Predict the reactants needed to synthesize the given product. (1) The reactants are: [F:1][C:2]1[CH:3]=[N:4][CH:5]=[C:6]([F:25])[C:7]=1[C:8]1[CH:9]=[C:10]2[NH:23][C:22](=[O:24])[NH:21][C:11]2=[N:12][C:13]=1[C:14]1[CH:19]=[CH:18][CH:17]=[CH:16][C:15]=1[F:20].[ClH:26]. Given the product [ClH:26].[F:1][C:2]1[CH:3]=[N:4][CH:5]=[C:6]([F:25])[C:7]=1[C:8]1[CH:9]=[C:10]2[NH:23][C:22](=[O:24])[NH:21][C:11]2=[N:12][C:13]=1[C:14]1[CH:19]=[CH:18][CH:17]=[CH:16][C:15]=1[F:20], predict the reactants needed to synthesize it. (2) Given the product [NH2:7][C:8]1[CH2:9][O:10][CH2:11][C@:12]([C:16]2[CH:17]=[C:18]([NH:22][C:23]([C:25]3[CH:30]=[CH:29][C:28]([Br:31])=[CH:27][N:26]=3)=[O:24])[CH:19]=[CH:20][CH:21]=2)([CH2:14][F:15])[N:13]=1, predict the reactants needed to synthesize it. The reactants are: C(OC(=O)[NH:7][C:8]1[CH2:9][O:10][CH2:11][C@:12]([C:16]2[CH:21]=[CH:20][CH:19]=[C:18]([NH:22][C:23]([C:25]3[CH:30]=[CH:29][C:28]([Br:31])=[CH:27][N:26]=3)=[O:24])[CH:17]=2)([CH2:14][F:15])[N:13]=1)(C)(C)C. (3) Given the product [C:1]1([C:7]2[N:8]=[N:9][CH:10]=[C:11]([C:28]3[CH:33]=[CH:32][N:31]=[CH:30][CH:29]=3)[CH:12]=2)[CH:2]=[CH:3][CH:4]=[CH:5][CH:6]=1, predict the reactants needed to synthesize it. The reactants are: [C:1]1([C:7]2[N:8]=[N:9][CH:10]=[C:11]([Sn](CCCC)(CCCC)CCCC)[CH:12]=2)[CH:6]=[CH:5][CH:4]=[CH:3][CH:2]=1.Cl.Br[C:28]1[CH:33]=[CH:32][N:31]=[CH:30][CH:29]=1. (4) Given the product [CH3:1][O:2][C:3]([C:5]1[S:6][C:7]([CH2:13][CH2:14][C:15]([OH:18])([CH3:16])[CH3:17])=[CH:8][C:9]=1[NH2:10])=[O:4], predict the reactants needed to synthesize it. The reactants are: [CH3:1][O:2][C:3]([C:5]1[S:6][C:7]([C:13]#[C:14][C:15]([OH:18])([CH3:17])[CH3:16])=[CH:8][C:9]=1[N+:10]([O-])=O)=[O:4].COC(C1SC(CCC(O)(C)C)=CC=1[N+]([O-])=O)=O. (5) Given the product [C:22]([C:24]1([C:27]([NH:18][NH:17][C:15](=[O:16])[C:14]2[CH:19]=[CH:20][CH:21]=[C:12]([CH2:1][CH2:2][CH2:3][CH2:4][CH2:5][CH2:6][CH2:7][CH2:8][CH2:9][CH2:10][CH3:11])[CH:13]=2)=[O:28])[CH2:26][CH2:25]1)#[N:23], predict the reactants needed to synthesize it. The reactants are: [CH2:1]([C:12]1[CH:13]=[C:14]([CH:19]=[CH:20][CH:21]=1)[C:15]([NH:17][NH2:18])=[O:16])[CH2:2][CH2:3][CH2:4][CH2:5][CH2:6][CH2:7][CH2:8][CH2:9][CH2:10][CH3:11].[C:22]([C:24]1([C:27](O)=[O:28])[CH2:26][CH2:25]1)#[N:23]. (6) Given the product [Cl:1][C:2]1[CH:9]=[C:8]([N:18]2[CH2:19][CH2:20][C@H:16]([C:13]([OH:12])([CH3:15])[CH3:14])[C@@H:17]2[CH3:21])[C:7]([F:11])=[CH:6][C:3]=1[C:4]#[N:5], predict the reactants needed to synthesize it. The reactants are: [Cl:1][C:2]1[CH:9]=[C:8](F)[C:7]([F:11])=[CH:6][C:3]=1[C:4]#[N:5].[OH:12][C:13]([C@H:16]1[CH2:20][CH2:19][NH:18][C@H:17]1[CH3:21])([CH3:15])[CH3:14].C(=O)([O-])[O-].[Li+].[Li+]. (7) Given the product [CH2:16]1[C:17]2([CH2:22][CH2:21][CH2:20][CH2:19][N:18]2[C:23]2[N:27]3[CH:28]=[C:29]([O:12][C@H:5]4[C:6]5[C:11](=[CH:10][CH:9]=[CH:8][CH:7]=5)[C@@H:2]([NH2:1])[CH2:3][CH2:4]4)[CH:30]=[CH:31][C:26]3=[N:25][N:24]=2)[CH2:15]1, predict the reactants needed to synthesize it. The reactants are: [NH2:1][C@@H:2]1[C:11]2[C:6](=[CH:7][CH:8]=[CH:9][CH:10]=2)[C@H:5]([OH:12])[CH2:4][CH2:3]1.[H-].[Na+].[CH2:15]1[C:17]2([CH2:22][CH2:21][CH2:20][CH2:19][N:18]2[C:23]2[N:27]3[CH:28]=[C:29](F)[CH:30]=[CH:31][C:26]3=[N:25][N:24]=2)[CH2:16]1.O. (8) Given the product [CH3:1][O:2][C:3]([C:5]1[C:6]([O:12][C:13]([O:15][CH3:16])=[O:14])=[N:7][S:8][C:9]=1[S:36]([CH3:20])(=[O:39])=[O:37])=[O:4], predict the reactants needed to synthesize it. The reactants are: [CH3:1][O:2][C:3]([C:5]1[C:6]([O:12][C:13]([O:15][CH3:16])=[O:14])=[N:7][S:8][C:9]=1SC)=[O:4].OO.N[C:20](N)=O.FC(F)(F)C(OC(=O)C(F)(F)F)=O.[S:36]([O-:39])(O)=[O:37].[Na+]. (9) Given the product [Br:1][C:2]1[CH:3]=[C:4]2[C:5](=[CH:6][CH:7]=1)[N:8]([CH:9]1[CH2:14][CH2:13][O:12][CH2:11][CH2:10]1)[CH:16]=[CH:15]2, predict the reactants needed to synthesize it. The reactants are: [Br:1][C:2]1[CH:7]=[CH:6][C:5]([NH:8][CH:9]2[CH2:14][CH2:13][O:12][CH2:11][CH2:10]2)=[C:4]([CH2:15][CH:16](OC)OC)[CH:3]=1.